This data is from Full USPTO retrosynthesis dataset with 1.9M reactions from patents (1976-2016). The task is: Predict the reactants needed to synthesize the given product. (1) Given the product [Cl:36][CH2:1][CH2:2][CH2:3][CH2:4][CH2:5][CH2:6][CH:7]=[CH:8][CH:9]=[CH:10][CH2:11][CH3:12], predict the reactants needed to synthesize it. The reactants are: [CH2:1](O)[CH2:2][CH2:3][CH2:4][CH2:5][CH2:6][CH:7]=[CH:8][CH:9]=[CH:10][CH2:11][CH3:12].C(N(CCCC)CCCC)CCC.CN(C)C=O.CS([Cl:36])(=O)=O. (2) Given the product [CH3:1][O:2][C:3]1[C:12]([NH:13][C:14]([N:30]2[CH2:31][CH2:32][N:27]([C:21]3[CH:26]=[CH:25][CH:24]=[CH:23][CH:22]=3)[CH2:28][CH2:29]2)=[O:18])=[N:11][C:10]2[C:5](=[CH:6][CH:7]=[C:8]([O:19][CH3:20])[CH:9]=2)[N:4]=1, predict the reactants needed to synthesize it. The reactants are: [CH3:1][O:2][C:3]1[C:12]([NH:13][C:14](=[O:18])OCC)=[N:11][C:10]2[C:5](=[CH:6][CH:7]=[C:8]([O:19][CH3:20])[CH:9]=2)[N:4]=1.[C:21]1([N:27]2[CH2:32][CH2:31][NH:30][CH2:29][CH2:28]2)[CH:26]=[CH:25][CH:24]=[CH:23][CH:22]=1.C1CCN2C(=NCCC2)CC1. (3) Given the product [CH2:1]([O:8][C:9](=[O:35])[CH2:10][CH2:11][CH:12]1[CH:17]([C:18](=[O:20])[NH:77][S:74]([CH2:73][C:67]2[CH:68]=[CH:69][CH:70]=[CH:71][CH:72]=2)(=[O:75])=[O:76])[CH2:16][CH2:15][N:14]([C:21]2[C:26]([C:27]#[N:28])=[CH:25][C:24]([C:29]([O:31][CH2:32][CH3:33])=[O:30])=[C:23]([CH3:34])[N:22]=2)[CH2:13]1)[C:2]1[CH:7]=[CH:6][CH:5]=[CH:4][CH:3]=1, predict the reactants needed to synthesize it. The reactants are: [CH2:1]([O:8][C:9](=[O:35])[CH2:10][CH2:11][CH:12]1[CH:17]([C:18]([OH:20])=O)[CH2:16][CH2:15][N:14]([C:21]2[C:26]([C:27]#[N:28])=[CH:25][C:24]([C:29]([O:31][CH2:32][CH3:33])=[O:30])=[C:23]([CH3:34])[N:22]=2)[CH2:13]1)[C:2]1[CH:7]=[CH:6][CH:5]=[CH:4][CH:3]=1.CN(C(ON1N=NC2C=CC=CC1=2)=[N+](C)C)C.[B-](F)(F)(F)F.CCN(C(C)C)C(C)C.[C:67]1([CH2:73][S:74]([NH2:77])(=[O:76])=[O:75])[CH:72]=[CH:71][CH:70]=[CH:69][CH:68]=1.C([O-])(O)=O.[Na+]. (4) Given the product [C:1]([O:5][C:6]([N:8]1[CH2:13][CH2:12][CH:11]([O:14][S:23]([CH3:22])(=[O:25])=[O:24])[CH2:10][CH2:9]1)=[O:7])([CH3:4])([CH3:2])[CH3:3], predict the reactants needed to synthesize it. The reactants are: [C:1]([O:5][C:6]([N:8]1[CH2:13][CH2:12][CH:11]([OH:14])[CH2:10][CH2:9]1)=[O:7])([CH3:4])([CH3:3])[CH3:2].C(N(CC)CC)C.[CH3:22][S:23](Cl)(=[O:25])=[O:24]. (5) Given the product [CH:1]1([N:7]([CH:8]2[CH2:13][CH2:12][NH:11][CH2:10][CH2:9]2)[C:21]([NH:23][N:24]([CH3:26])[CH3:25])=[O:22])[CH2:6][CH2:5][CH2:4][CH2:3][CH2:2]1, predict the reactants needed to synthesize it. The reactants are: [CH:1]1([N:7]([C:21]([NH:23][N:24]([CH3:26])[CH3:25])=[O:22])[CH:8]2[CH2:13][CH2:12][N:11](C(OC(C)(C)C)=O)[CH2:10][CH2:9]2)[CH2:6][CH2:5][CH2:4][CH2:3][CH2:2]1.